Dataset: TCR-epitope binding with 47,182 pairs between 192 epitopes and 23,139 TCRs. Task: Binary Classification. Given a T-cell receptor sequence (or CDR3 region) and an epitope sequence, predict whether binding occurs between them. (1) The epitope is KRWIILGLNK. The TCR CDR3 sequence is CASSLGTANTGELFF. Result: 0 (the TCR does not bind to the epitope). (2) The epitope is KLSYGIATV. The TCR CDR3 sequence is CSVENRGLEGLHEQFF. Result: 1 (the TCR binds to the epitope). (3) The epitope is LPPAYTNSF. The TCR CDR3 sequence is CASPDMGEGQPQHF. Result: 0 (the TCR does not bind to the epitope). (4) The epitope is ILHCANFNV. The TCR CDR3 sequence is CASSFVMFHTGELFF. Result: 0 (the TCR does not bind to the epitope).